This data is from Forward reaction prediction with 1.9M reactions from USPTO patents (1976-2016). The task is: Predict the product of the given reaction. Given the reactants [OH:1][CH2:2][CH2:3][O:4][C:5]1[CH:10]=[CH:9][C:8]([OH:11])=[CH:7][CH:6]=1.N1C=CN=C1.[C:17]([Si:21]([CH3:24])([CH3:23])Cl)([CH3:20])([CH3:19])[CH3:18], predict the reaction product. The product is: [C:17]([Si:21]([CH3:24])([CH3:23])[O:1][CH2:2][CH2:3][O:4][C:5]1[CH:10]=[CH:9][C:8]([OH:11])=[CH:7][CH:6]=1)([CH3:20])([CH3:19])[CH3:18].